Dataset: Catalyst prediction with 721,799 reactions and 888 catalyst types from USPTO. Task: Predict which catalyst facilitates the given reaction. (1) Reactant: C([O:3][C:4]([C:6]1([C:9]2[CH:14]=[CH:13][C:12]([C:15]3[CH:20]=[CH:19][C:18]([C:21]4[S:22][C:23]([Cl:39])=[CH:24][C:25]=4[NH:26][C:27]([O:29][C@@H:30]([C:32]4[CH:37]=[CH:36][CH:35]=[CH:34][C:33]=4[Cl:38])[CH3:31])=[O:28])=[CH:17][CH:16]=3)=[CH:11][CH:10]=2)[CH2:8][CH2:7]1)=[O:5])C.[OH-].[Na+].Cl. Product: [Cl:39][C:23]1[S:22][C:21]([C:18]2[CH:17]=[CH:16][C:15]([C:12]3[CH:11]=[CH:10][C:9]([C:6]4([C:4]([OH:5])=[O:3])[CH2:8][CH2:7]4)=[CH:14][CH:13]=3)=[CH:20][CH:19]=2)=[C:25]([NH:26][C:27]([O:29][C@@H:30]([C:32]2[CH:37]=[CH:36][CH:35]=[CH:34][C:33]=2[Cl:38])[CH3:31])=[O:28])[CH:24]=1. The catalyst class is: 32. (2) Reactant: [C:1]([O:5][C:6]([NH:8][C@@H:9]([C:18]([OH:20])=O)[CH2:10][C:11]1[CH:16]=[CH:15][CH:14]=[C:13]([CH3:17])[CH:12]=1)=[O:7])([CH3:4])([CH3:3])[CH3:2].CCN(C(C)C)C(C)C.Cl.[CH3:31][O:32][C:33]1[CH:34]=[C:35]([C:41]2[C@@H:50]3[C@@H:45]([CH2:46][CH2:47][CH2:48][CH2:49]3)[C:44](=[O:51])[N:43]([CH:52]3[CH2:57][CH2:56][NH:55][CH2:54][CH2:53]3)[N:42]=2)[CH:36]=[CH:37][C:38]=1[O:39][CH3:40].CCOC(C(C#N)=NOC(N1CCOCC1)=[N+](C)C)=O.F[P-](F)(F)(F)(F)F.C(=O)(O)[O-].[Na+]. Product: [CH3:31][O:32][C:33]1[CH:34]=[C:35]([C:41]2[C@@H:50]3[C@@H:45]([CH2:46][CH2:47][CH2:48][CH2:49]3)[C:44](=[O:51])[N:43]([CH:52]3[CH2:53][CH2:54][N:55]([C:18](=[O:20])[C@H:9]([NH:8][C:6](=[O:7])[O:5][C:1]([CH3:2])([CH3:3])[CH3:4])[CH2:10][C:11]4[CH:16]=[CH:15][CH:14]=[C:13]([CH3:17])[CH:12]=4)[CH2:56][CH2:57]3)[N:42]=2)[CH:36]=[CH:37][C:38]=1[O:39][CH3:40]. The catalyst class is: 2.